This data is from Forward reaction prediction with 1.9M reactions from USPTO patents (1976-2016). The task is: Predict the product of the given reaction. Given the reactants [C:1]([O:5][C:6]1[CH:7]=[CH:8][C:9]2[CH2:10][NH:11][CH2:12][CH2:13][O:14][C:15]=2[N:16]=1)([CH3:4])([CH3:3])[CH3:2].[C:17]([OH:24])(=[O:23])[CH2:18][CH2:19][C:20]([OH:22])=[O:21].CO, predict the reaction product. The product is: [C:17]([OH:24])(=[O:23])[CH2:18][CH2:19][C:20]([OH:22])=[O:21].[C:1]([O:5][C:6]1[CH:7]=[CH:8][C:9]2[CH2:10][NH:11][CH2:12][CH2:13][O:14][C:15]=2[N:16]=1)([CH3:4])([CH3:2])[CH3:3].